Dataset: NCI-60 drug combinations with 297,098 pairs across 59 cell lines. Task: Regression. Given two drug SMILES strings and cell line genomic features, predict the synergy score measuring deviation from expected non-interaction effect. Drug 1: CCCS(=O)(=O)NC1=C(C(=C(C=C1)F)C(=O)C2=CNC3=C2C=C(C=N3)C4=CC=C(C=C4)Cl)F. Drug 2: CN1CCC(CC1)COC2=C(C=C3C(=C2)N=CN=C3NC4=C(C=C(C=C4)Br)F)OC. Cell line: HOP-92. Synergy scores: CSS=8.86, Synergy_ZIP=-2.91, Synergy_Bliss=-0.257, Synergy_Loewe=-12.6, Synergy_HSA=-1.30.